Task: Predict the reaction yield, written as a fraction of the theoretical maximum amount of product (1.0 means a 100% yield; for example, 0.34 means a 34% yield).. Dataset: Reaction yield outcomes from USPTO patents with 853,638 reactions (1) The reactants are [N:1]1[C:10]2[C:5](=[CH:6][C:7]([C:11]([OH:13])=O)=[CH:8][CH:9]=2)[CH:4]=[CH:3][CH:2]=1.[CH3:14][C:15]([CH3:27])=[CH:16][CH2:17][O:18][C:19]1[CH:20]=[C:21]([CH:24]=[CH:25][CH:26]=1)[CH2:22][NH2:23].F[P-](F)(F)(F)(F)F.N1([P+](N(C)C)(N(C)C)N(C)C)C2C=CC=CC=2N=N1.C(N(CC)CC)C. The catalyst is O1CCCC1. The product is [CH3:14][C:15]([CH3:27])=[CH:16][CH2:17][O:18][C:19]1[CH:20]=[C:21]([CH:24]=[CH:25][CH:26]=1)[CH2:22][NH:23][C:11]([C:7]1[CH:6]=[C:5]2[C:10](=[CH:9][CH:8]=1)[N:1]=[CH:2][CH:3]=[CH:4]2)=[O:13]. The yield is 0.801. (2) The reactants are [N:1]1([C:7]2[S:8]/[C:9](=[CH:13]\[C:14]3[CH:19]=[CH:18][C:17]([F:20])=[CH:16][C:15]=3[OH:21])/[C:10](=[O:12])[N:11]=2)[CH2:6][CH2:5][CH2:4][CH2:3][NH:2]1.[CH3:22][O:23][C:24](=[O:31])[CH2:25][CH2:26][CH2:27][N:28]=[C:29]=[O:30]. The catalyst is CN(C)C1C=CN=CC=1.C1COCC1. The product is [N:1]1([C:7]2[S:8]/[C:9](=[CH:13]/[C:14]3[CH:19]=[CH:18][C:17]([F:20])=[CH:16][C:15]=3[O:21][C:29]([NH:28][CH2:27][CH2:26][CH2:25][C:24]([O:23][CH3:22])=[O:31])=[O:30])/[C:10](=[O:12])[N:11]=2)[CH2:6][CH2:5][CH2:4][CH2:3][NH:2]1. The yield is 0.830. (3) The reactants are [Cl:1][C:2]1[CH:6]=[N:5][N:4]([CH:7]([CH3:9])[CH3:8])[C:3]=1[C:10]1[CH:11]=[C:12]([NH2:18])[CH:13]=[CH:14][C:15]=1[O:16][CH3:17].[Cl:19][C:20]1[CH:21]=[C:22]([N:27]=[C:28]=[O:29])[CH:23]=[CH:24][C:25]=1[F:26]. The catalyst is C(Cl)Cl. The product is [Cl:19][C:20]1[CH:21]=[C:22]([NH:27][C:28]([NH:18][C:12]2[CH:13]=[CH:14][C:15]([O:16][CH3:17])=[C:10]([C:3]3[N:4]([CH:7]([CH3:9])[CH3:8])[N:5]=[CH:6][C:2]=3[Cl:1])[CH:11]=2)=[O:29])[CH:23]=[CH:24][C:25]=1[F:26]. The yield is 0.280. (4) The reactants are Br[C:2]1[CH:7]=[CH:6][C:5]([C:8]([F:11])([F:10])[F:9])=[CH:4][CH:3]=1.[NH:12]1[CH2:17][CH2:16][NH:15][CH2:14][CH2:13]1.C(O[Na])(C)(C)C. The catalyst is C1(C)C=CC=CC=1.C1C=CC(/C=C/C(/C=C/C2C=CC=CC=2)=O)=CC=1.C1C=CC(/C=C/C(/C=C/C2C=CC=CC=2)=O)=CC=1.C1C=CC(/C=C/C(/C=C/C2C=CC=CC=2)=O)=CC=1.[Pd].[Pd].C1C=CC(P(C2C(C3C(P(C4C=CC=CC=4)C4C=CC=CC=4)=CC=C4C=3C=CC=C4)=C3C(C=CC=C3)=CC=2)C2C=CC=CC=2)=CC=1. The product is [F:9][C:8]([F:11])([F:10])[C:5]1[CH:6]=[CH:7][C:2]([N:12]2[CH2:17][CH2:16][NH:15][CH2:14][CH2:13]2)=[CH:3][CH:4]=1. The yield is 0.680. (5) The reactants are [Li+].[OH-].C([O:6][C@@H:7]1[CH2:31][CH2:30][C@@:29]2([CH3:32])[C@H:9]([CH2:10][CH2:11][C@@H:12]3[C@@H:28]2[CH2:27][C@H:26]([OH:33])[C@@:25]2([CH3:34])[C@H:13]3[CH2:14][CH2:15][C@@H:16]2[C@H:17]([CH3:24])[CH2:18][CH2:19][C:20]([O:22]C)=[O:21])[CH2:8]1)(=O)C. The catalyst is O.C1COCC1.CO. The product is [CH3:24][C@@H:17]([C@@H:16]1[C@@:25]2([CH3:34])[C@@H:26]([OH:33])[CH2:27][C@@H:28]3[C@@:29]4([CH3:32])[CH2:30][CH2:31][C@@H:7]([OH:6])[CH2:8][C@H:9]4[CH2:10][CH2:11][C@H:12]3[C@@H:13]2[CH2:14][CH2:15]1)[CH2:18][CH2:19][C:20]([OH:22])=[O:21]. The yield is 0.910.